Task: Predict the reaction yield, written as a fraction of the theoretical maximum amount of product (1.0 means a 100% yield; for example, 0.34 means a 34% yield).. Dataset: Reaction yield outcomes from USPTO patents with 853,638 reactions (1) The reactants are C[N:2](C)[CH:3]=[CH:4][C:5]([C:7]1[C:12](=[O:13])[CH:11]=[CH:10][N:9]([C:14]2[CH:19]=[CH:18][CH:17]=[C:16]([C:20]([F:23])([F:22])[F:21])[CH:15]=2)[N:8]=1)=O.Cl.[F:26][C:27]1[CH:28]=[C:29]([NH:33]N)[CH:30]=[CH:31][CH:32]=1.CCN(CC)CC. The catalyst is C(O)C. The product is [F:26][C:27]1[CH:28]=[C:29]([N:33]2[C:5]([C:7]3[C:12](=[O:13])[CH:11]=[CH:10][N:9]([C:14]4[CH:19]=[CH:18][CH:17]=[C:16]([C:20]([F:23])([F:22])[F:21])[CH:15]=4)[N:8]=3)=[CH:4][CH:3]=[N:2]2)[CH:30]=[CH:31][CH:32]=1. The yield is 0.250. (2) The reactants are [C:1]12([C:11]3[CH:20]=[CH:19][C:14]([C:15]([O:17]C)=[O:16])=[CH:13][C:12]=3[O:21][CH3:22])[CH2:10][CH:5]3[CH2:6][CH:7]([CH2:9][CH:3]([CH2:4]3)[CH2:2]1)[CH2:8]2.COC(=O)C1C=CC(OC)=C(C23CC4CC(CC(C4)C2)C3)C=1. No catalyst specified. The product is [C:1]12([C:11]3[CH:20]=[CH:19][C:14]([C:15]([OH:17])=[O:16])=[CH:13][C:12]=3[O:21][CH3:22])[CH2:10][CH:5]3[CH2:4][CH:3]([CH2:9][CH:7]([CH2:6]3)[CH2:8]1)[CH2:2]2. The yield is 0.880. (3) The reactants are [CH:1]1([CH2:6][OH:7])[CH2:5][CH2:4][CH2:3][CH2:2]1.F[C:9]1[CH:14]=[CH:13][CH:12]=[CH:11][C:10]=1[N+:15]([O-:17])=[O:16].[CH:18]1([CH2:23][O:24][C:25]2[CH:31]=[CH:30][CH:29]=[CH:28][C:26]=2[NH2:27])[CH2:22][CH2:21][CH2:20][CH2:19]1.[NH2:32][C:33]1[S:34][CH:35]=[CH:36][N:37]=1. No catalyst specified. The product is [CH:1]1([CH2:6][O:7][C:9]2[CH:14]=[CH:13][CH:12]=[CH:11][C:10]=2[N+:15]([O-:17])=[O:16])[CH2:5][CH2:4][CH2:3][CH2:2]1.[CH:18]1([CH2:23][O:24][C:25]2[CH:31]=[CH:30][CH:29]=[CH:28][C:26]=2[NH:27][C:6]([NH:32][C:33]2[S:34][CH:35]=[CH:36][N:37]=2)=[O:7])[CH2:19][CH2:20][CH2:21][CH2:22]1. The yield is 0.800. (4) The reactants are [Br:1][C:2]1[CH:3]=[C:4]2[C:9](=[C:10]([CH3:12])[CH:11]=1)[N:8]=[CH:7][CH:6]=[C:5]2O.P(Cl)(Cl)([Cl:16])=O.[OH-].[NH4+]. No catalyst specified. The product is [Br:1][C:2]1[CH:3]=[C:4]2[C:9](=[C:10]([CH3:12])[CH:11]=1)[N:8]=[CH:7][CH:6]=[C:5]2[Cl:16]. The yield is 0.950. (5) The reactants are [CH3:1][C:2]1[CH:7]=[C:6]([N+:8]([O-:10])=[O:9])[CH:5]=[CH:4][C:3]=1[N:11]=[C:12]1[S:16][CH2:15][C:14]2([CH2:20][CH2:19][CH2:18][CH2:17]2)[NH:13]1.[OH-].[Na+].[CH:23]1(Br)[CH2:27][CH2:26][CH2:25][CH2:24]1.Cl. The catalyst is CN(C=O)C.O. The product is [CH:23]1([N:13]2[C:14]3([CH2:17][CH2:18][CH2:19][CH2:20]3)[CH2:15][S:16][C:12]2=[N:11][C:3]2[CH:4]=[CH:5][C:6]([N+:8]([O-:10])=[O:9])=[CH:7][C:2]=2[CH3:1])[CH2:27][CH2:26][CH2:25][CH2:24]1. The yield is 0.260. (6) The catalyst is CN(C=O)C.O. The yield is 0.919. The product is [Br:1][C:2]1[N:10]([CH2:22][C:18]2[CH:19]=[CH:20][CH:21]=[C:16]([Br:15])[CH:17]=2)[C:9]2[C:8](=[O:11])[N:7]([CH3:12])[C:6](=[O:13])[N:5]([CH3:14])[C:4]=2[N:3]=1. The reactants are [Br:1][C:2]1[NH:10][C:9]2[C:8](=[O:11])[N:7]([CH3:12])[C:6](=[O:13])[N:5]([CH3:14])[C:4]=2[N:3]=1.[Br:15][C:16]1[CH:21]=[CH:20][CH:19]=[C:18]([CH2:22]Br)[CH:17]=1.C(=O)([O-])[O-].[K+].[K+].